Dataset: Forward reaction prediction with 1.9M reactions from USPTO patents (1976-2016). Task: Predict the product of the given reaction. (1) Given the reactants [C:1]([O:5][C:6]([N:8]1[CH2:12][CH2:11][CH:10]([C:13](=[O:15])[NH2:14])[CH2:9]1)=[O:7])([CH3:4])([CH3:3])[CH3:2].Br[C:17]1[CH:22]=[CH:21][C:20]([N:23]2[CH:28]=[CH:27][C:26]3[CH:29]=[C:30]([C:32]4[CH:37]=[CH:36][C:35]([Cl:38])=[CH:34][CH:33]=4)[S:31][C:25]=3[C:24]2=[O:39])=[CH:19][CH:18]=1.C([O-])([O-])=O.[Cs+].[Cs+].CNCCNC, predict the reaction product. The product is: [C:1]([O:5][C:6]([N:8]1[CH2:12][CH2:11][CH:10]([C:13](=[O:15])[NH:14][C:17]2[CH:18]=[CH:19][C:20]([N:23]3[CH:28]=[CH:27][C:26]4[CH:29]=[C:30]([C:32]5[CH:33]=[CH:34][C:35]([Cl:38])=[CH:36][CH:37]=5)[S:31][C:25]=4[C:24]3=[O:39])=[CH:21][CH:22]=2)[CH2:9]1)=[O:7])([CH3:4])([CH3:2])[CH3:3]. (2) Given the reactants [NH2:1][C:2]1[CH:11]=[C:10]([O:12][CH3:13])[C:9]([Br:14])=[CH:8][C:3]=1[C:4]([O:6]C)=O.[O-:15][C:16]#[N:17].[K+], predict the reaction product. The product is: [Br:14][C:9]1[CH:8]=[C:3]2[C:2](=[CH:11][C:10]=1[O:12][CH3:13])[NH:1][C:16](=[O:15])[NH:17][C:4]2=[O:6]. (3) Given the reactants [CH3:1][CH2:2][C@@H:3]([C@H:5]([N:36]([C:38]([C@@H:40]([NH:44][C:45]([C@@H:47]([N:51]([CH3:53])[CH3:52])[CH:48]([CH3:50])[CH3:49])=[O:46])[CH:41]([CH3:43])[CH3:42])=[O:39])[CH3:37])[C@H:6]([O:34][CH3:35])[CH2:7][C:8]([N:10]1[C@H:14]([C@H:15]([O:32][CH3:33])[C@H:16]([C:18]([NH:20][C@H:21]([C:29]([OH:31])=[O:30])[CH2:22][C:23]2[CH:28]=[CH:27][CH:26]=[CH:25][CH:24]=2)=[O:19])[CH3:17])[CH2:13][CH2:12][CH2:11]1)=[O:9])[CH3:4].CN(C(ON1N=NC2C=CC=NC1=2)=[N+](C)C)C.F[P-](F)(F)(F)(F)F.C(N(C(C)C)CC)(C)C.[NH2:87][CH2:88][CH2:89][CH2:90][OH:91], predict the reaction product. The product is: [CH3:1][CH2:2][C@@H:3]([C@H:5]([N:36]([C:38]([C@@H:40]([NH:44][C:45]([C@@H:47]([N:51]([CH3:53])[CH3:52])[CH:48]([CH3:50])[CH3:49])=[O:46])[CH:41]([CH3:43])[CH3:42])=[O:39])[CH3:37])[C@H:6]([O:34][CH3:35])[CH2:7][C:8]([N:10]1[C@H:14]([C@H:15]([O:32][CH3:33])[C@H:16]([C:18]([NH:20][C@H:21]([C:29]([OH:31])=[O:30])[CH2:22][C:23]2[CH:28]=[CH:27][CH:26]=[CH:25][CH:24]=2)=[O:19])[CH3:17])[CH2:13][CH2:12][CH2:11]1)=[O:9])[CH3:4].[OH:91][CH2:90][CH2:89][CH2:88][NH-:87]. (4) The product is: [CH3:11][C:5]1[CH:4]=[C:3]([O:12][CH2:13][CH:14]2[CH2:16][CH:15]2[CH2:17][CH2:18][CH3:19])[C:2]([CH3:1])=[CH:7][C:6]=1[NH2:8]. Given the reactants [CH3:1][C:2]1[CH:7]=[C:6]([N+:8]([O-])=O)[C:5]([CH3:11])=[CH:4][C:3]=1[O:12][CH2:13][CH:14]1[CH2:16][CH:15]1[CH2:17][CH2:18][CH3:19].C(O)(=O)C, predict the reaction product. (5) Given the reactants [C:1]1([CH2:7][C@H:8]2[N:14]([S:15]([C:18]3[S:19][CH:20]=[CH:21][CH:22]=3)(=[O:17])=[O:16])[CH2:13][C:12]3[CH:23]=[C:24]([C:27]#[N:28])[CH:25]=[CH:26][C:11]=3[NH:10][CH2:9]2)[CH:6]=[CH:5][CH:4]=[CH:3][CH:2]=1.[NH:29]1[CH:33]=[C:32]([CH:34]=O)[N:31]=[CH:30]1.FC(F)(F)C(O)=O.FC(F)(F)C(OC(=O)C(F)(F)F)=O.C([SiH](CC)CC)C, predict the reaction product. The product is: [NH:29]1[CH:33]=[C:32]([CH2:34][N:10]2[C:11]3[CH:26]=[CH:25][C:24]([C:27]#[N:28])=[CH:23][C:12]=3[CH2:13][N:14]([S:15]([C:18]3[S:19][CH:20]=[CH:21][CH:22]=3)(=[O:17])=[O:16])[C@H:8]([CH2:7][C:1]3[CH:6]=[CH:5][CH:4]=[CH:3][CH:2]=3)[CH2:9]2)[N:31]=[CH:30]1.